Dataset: Full USPTO retrosynthesis dataset with 1.9M reactions from patents (1976-2016). Task: Predict the reactants needed to synthesize the given product. (1) Given the product [CH3:1][N:2]([CH3:17])[C:3]1[CH:8]=[CH:7][C:6]([NH2:9])=[CH:5][C:4]=1[C:12]1[O:13][CH:14]=[CH:15][N:16]=1, predict the reactants needed to synthesize it. The reactants are: [CH3:1][N:2]([CH3:17])[C:3]1[CH:8]=[CH:7][C:6]([N+:9]([O-])=O)=[CH:5][C:4]=1[C:12]1[O:13][CH:14]=[CH:15][N:16]=1.[OH-].[Na+]. (2) Given the product [F:29][C:26]([F:28])([F:27])[C:22]1[CH:21]=[C:20]([N:17]2[CH2:16][CH2:15][N:14]([CH2:13][CH2:12][CH:9]3[CH2:10][CH2:11][C:6](=[CH:5][C:4](=[O:30])[CH3:32])[CH2:7][CH2:8]3)[CH2:19][CH2:18]2)[CH:25]=[CH:24][CH:23]=1, predict the reactants needed to synthesize it. The reactants are: CON(C)[C:4](=[O:30])[CH:5]=[C:6]1[CH2:11][CH2:10][CH:9]([CH2:12][CH2:13][N:14]2[CH2:19][CH2:18][N:17]([C:20]3[CH:25]=[CH:24][CH:23]=[C:22]([C:26]([F:29])([F:28])[F:27])[CH:21]=3)[CH2:16][CH2:15]2)[CH2:8][CH2:7]1.[CH3:32][Mg]Cl.O.